From a dataset of Full USPTO retrosynthesis dataset with 1.9M reactions from patents (1976-2016). Predict the reactants needed to synthesize the given product. (1) Given the product [F:27][C:28]1[CH:33]=[C:32]([O:34][C:35]2[CH:40]=[CH:39][N:38]=[C:37]([NH:41][C:42]([N:44]3[CH2:48][CH2:47][C@@H:46]([OH:49])[CH2:45]3)=[O:43])[CH:36]=2)[C:31]([F:50])=[CH:30][C:29]=1[NH:51][C:52]([C:54]1([C:57]([NH:65][C:64]2[CH:66]=[CH:67][C:61]([F:60])=[CH:62][CH:63]=2)=[O:58])[CH2:56][CH2:55]1)=[O:53], predict the reactants needed to synthesize it. The reactants are: O.[Cl-].COC1N=C(OC)N=C([N+]2(C)CCOCC2)N=1.C(N(CC)CC)C.[F:27][C:28]1[CH:33]=[C:32]([O:34][C:35]2[CH:40]=[CH:39][N:38]=[C:37]([NH:41][C:42]([N:44]3[CH2:48][CH2:47][C@@H:46]([OH:49])[CH2:45]3)=[O:43])[CH:36]=2)[C:31]([F:50])=[CH:30][C:29]=1[NH:51][C:52]([C:54]1([C:57](O)=[O:58])[CH2:56][CH2:55]1)=[O:53].[F:60][C:61]1[CH:67]=[CH:66][C:64]([NH2:65])=[CH:63][CH:62]=1.C(=O)([O-])O.[Na+]. (2) Given the product [Br:6][C:7]1[CH:12]=[CH:11][C:10]([NH:13][CH2:14][CH2:15][N:16]2[CH2:20][CH2:19][CH2:18][CH2:17]2)=[CH:9][CH:8]=1, predict the reactants needed to synthesize it. The reactants are: O1CCCC1.[Br:6][C:7]1[CH:12]=[CH:11][C:10]([NH:13][C:14](=O)[CH2:15][N:16]2[CH2:20][CH2:19][CH2:18][CH2:17]2)=[CH:9][CH:8]=1. (3) The reactants are: [Cl:1][C:2]1[CH:3]=[C:4]([CH:7]=[C:8]([Cl:10])[CH:9]=1)[CH:5]=O.Cl.[CH3:12][C:13]1([C:27]([O:29]CC)=[O:28])[CH2:18][CH2:17][N:16]([C:19]2[CH2:26][C:22]3([CH2:25][NH:24][CH2:23]3)[O:21][N:20]=2)[CH2:15][CH2:14]1.C(O[BH-](OC(=O)C)OC(=O)C)(=O)C.[Na+].C(=O)([O-])O.[Na+]. Given the product [Cl:1][C:2]1[CH:3]=[C:4]([CH:7]=[C:8]([Cl:10])[CH:9]=1)[CH2:5][N:24]1[CH2:23][C:22]2([CH2:26][C:19]([N:16]3[CH2:17][CH2:18][C:13]([CH3:12])([C:27]([OH:29])=[O:28])[CH2:14][CH2:15]3)=[N:20][O:21]2)[CH2:25]1, predict the reactants needed to synthesize it. (4) Given the product [ClH:18].[CH3:15][O:14][C:5]1[C:6]([F:13])=[C:7]([CH:9]([OH:12])[C:10](=[NH:11])[O:17][CH3:16])[CH:8]=[C:3]([CH2:1][CH3:2])[CH:4]=1, predict the reactants needed to synthesize it. The reactants are: [CH2:1]([C:3]1[CH:4]=[C:5]([O:14][CH3:15])[C:6]([F:13])=[C:7]([CH:9]([OH:12])[C:10]#[N:11])[CH:8]=1)[CH3:2].[CH3:16][OH:17].[ClH:18]. (5) Given the product [CH3:1][C:2]1([CH3:29])[O:7][CH2:6][CH2:5][N:4]([C:8]([N:10]2[CH2:15][CH:14]([C:16]3[CH:17]=[CH:18][C:19]([C:22]([F:24])([F:23])[F:25])=[CH:20][CH:21]=3)[CH2:13][CH:12]([C:26]3[O:27][N:36]=[C:33]([CH2:34][CH3:35])[N:32]=3)[CH2:11]2)=[O:9])[CH2:3]1, predict the reactants needed to synthesize it. The reactants are: [CH3:1][C:2]1([CH3:29])[O:7][CH2:6][CH2:5][N:4]([C:8]([N:10]2[CH2:15][CH:14]([C:16]3[CH:21]=[CH:20][C:19]([C:22]([F:25])([F:24])[F:23])=[CH:18][CH:17]=3)[CH2:13][CH:12]([C:26](O)=[O:27])[CH2:11]2)=[O:9])[CH2:3]1.Cl.O[NH:32][C:33](=[NH:36])[CH2:34][CH3:35]. (6) Given the product [CH3:1][C:2]([CH3:15])([CH3:14])[CH2:3][C:4]1[O:5][C:6]2[CH:12]=[CH:11][C:10]([CH:18]=[CH:17][C:16]([O:20][CH2:21][CH3:22])=[O:19])=[CH:9][C:7]=2[N:8]=1, predict the reactants needed to synthesize it. The reactants are: [CH3:1][C:2]([CH3:15])([CH3:14])[CH2:3][C:4]1[O:5][C:6]2[CH:12]=[CH:11][C:10](Br)=[CH:9][C:7]=2[N:8]=1.[C:16]([O:20][CH2:21][CH3:22])(=[O:19])[CH:17]=[CH2:18].C1(C)C=CC=CC=1P(C1C=CC=CC=1C)C1C=CC=CC=1C.C(N(CC)C(C)C)(C)C.